Predict the reaction yield, written as a fraction of the theoretical maximum amount of product (1.0 means a 100% yield; for example, 0.34 means a 34% yield). From a dataset of Reaction yield outcomes from USPTO patents with 853,638 reactions. (1) The yield is 0.870. The catalyst is O1CCCC1.CO.O. The reactants are [OH-].[Na+].[CH2:3]([O:7][C:8]1[CH:13]=[CH:12][C:11]([S:14]([CH2:17][NH:18][CH2:19][C:20]([N:29]2[CH2:34][CH2:33][N:32]([S:35]([CH3:38])(=[O:37])=[O:36])[CH2:31][CH2:30]2)(C(OC)=O)[C:21]([O:23]C)=[O:22])(=[O:16])=[O:15])=[CH:10][CH:9]=1)[C:4]#[C:5][CH3:6].Cl. The product is [CH2:3]([O:7][C:8]1[CH:13]=[CH:12][C:11]([S:14]([CH2:17][NH:18][CH2:19][CH:20]([N:29]2[CH2:30][CH2:31][N:32]([S:35]([CH3:38])(=[O:36])=[O:37])[CH2:33][CH2:34]2)[C:21]([OH:23])=[O:22])(=[O:15])=[O:16])=[CH:10][CH:9]=1)[C:4]#[C:5][CH3:6]. (2) The reactants are C([N:8]1[CH2:13][CH2:12][C:11]2([CH:17]([C:18]3[CH:23]=[CH:22][C:21]([CH:24]([CH3:26])[CH3:25])=[CH:20][CH:19]=3)[C:16]3[C:27]([CH3:33])=[CH:28][C:29]([CH3:32])=[C:30]([CH3:31])[C:15]=3[O:14]2)[CH2:10][CH2:9]1)C1C=CC=CC=1.[Cl:34]C(OC(Cl)C)=O. The catalyst is O1CCCC1. The product is [ClH:34].[CH:24]([C:21]1[CH:22]=[CH:23][C:18]([CH:17]2[C:11]3([CH2:10][CH2:9][NH:8][CH2:13][CH2:12]3)[O:14][C:15]3[C:30]([CH3:31])=[C:29]([CH3:32])[CH:28]=[C:27]([CH3:33])[C:16]2=3)=[CH:19][CH:20]=1)([CH3:26])[CH3:25]. The yield is 0.810.